Predict the product of the given reaction. From a dataset of Forward reaction prediction with 1.9M reactions from USPTO patents (1976-2016). (1) Given the reactants [C:1]([O:4][C:5]1[CH:10]=[CH:9][C:8]([C:11]([C:26]2[CH:31]=[CH:30][C:29]([O:32][C:33](=[O:35])[CH3:34])=[CH:28][CH:27]=2)=[C:12]([C:15]2[CH:20]=[CH:19][C:18](/[CH:21]=[CH:22]/[C:23](O)=[O:24])=[CH:17][CH:16]=2)[CH2:13][CH3:14])=[CH:7][CH:6]=1)(=[O:3])[CH3:2].C(Cl)(=O)C(Cl)=O.[NH4+:42].[OH-], predict the reaction product. The product is: [C:1]([O:4][C:5]1[CH:10]=[CH:9][C:8]([C:11]([C:26]2[CH:31]=[CH:30][C:29]([O:32][C:33](=[O:35])[CH3:34])=[CH:28][CH:27]=2)=[C:12]([C:15]2[CH:20]=[CH:19][C:18](/[CH:21]=[CH:22]/[C:23]([NH2:42])=[O:24])=[CH:17][CH:16]=2)[CH2:13][CH3:14])=[CH:7][CH:6]=1)(=[O:3])[CH3:2]. (2) Given the reactants F[C:2]1[CH:11]=[CH:10][C:5]([C:6]([O:8][CH3:9])=[O:7])=[CH:4][N:3]=1.Cl.[CH3:13][CH:14]([CH3:34])[CH2:15][C@H:16]([C:18]1[CH:23]=[CH:22][C:21]([C:24]2[CH:29]=[CH:28][C:27]([C:30]([F:33])([F:32])[F:31])=[CH:26][CH:25]=2)=[CH:20][CH:19]=1)[NH2:17].C(=O)([O-])[O-].[K+].[K+], predict the reaction product. The product is: [CH3:9][O:8][C:6](=[O:7])[C:5]1[CH:10]=[CH:11][C:2]([NH:17][C@@H:16]([C:18]2[CH:23]=[CH:22][C:21]([C:24]3[CH:29]=[CH:28][C:27]([C:30]([F:31])([F:32])[F:33])=[CH:26][CH:25]=3)=[CH:20][CH:19]=2)[CH2:15][CH:14]([CH3:34])[CH3:13])=[N:3][CH:4]=1. (3) Given the reactants [F:1][C:2]1[CH:3]=[CH:4][C:5]([N:8]2[C:15]3[C@@H:14]4[CH2:16][C@@H:13]4[CH2:12][C:11]=3[C:10]([C:17]([OH:19])=O)=[N:9]2)=[N:6][CH:7]=1.[NH2:20][C:21]([CH3:25])([CH3:24])[CH2:22][OH:23], predict the reaction product. The product is: [OH:23][CH2:22][C:21]([NH:20][C:17]([C:10]1[C:11]2[CH2:12][C@H:13]3[CH2:16][C@H:14]3[C:15]=2[N:8]([C:5]2[CH:4]=[CH:3][C:2]([F:1])=[CH:7][N:6]=2)[N:9]=1)=[O:19])([CH3:25])[CH3:24]. (4) Given the reactants [NH2:1][C:2]1[C:3]([CH3:13])=[C:4]([CH:9]=[C:10]([Br:12])[CH:11]=1)[C:5]([O:7][CH3:8])=[O:6].[CH3:14][N:15]([CH3:23])[CH:16]1[CH2:21][CH2:20][C:19](=O)[CH2:18][CH2:17]1.C(O[BH-](OC(=O)C)OC(=O)C)(=O)C.[Na+].C([O-])(O)=O.[Na+], predict the reaction product. The product is: [Br:12][C:10]1[CH:11]=[C:2]([NH:1][C@H:19]2[CH2:20][CH2:21][C@H:16]([N:15]([CH3:23])[CH3:14])[CH2:17][CH2:18]2)[C:3]([CH3:13])=[C:4]([CH:9]=1)[C:5]([O:7][CH3:8])=[O:6]. (5) Given the reactants [C:1]([NH:4][C:5]1[CH:12]=[CH:11][C:8]([CH:9]=O)=[CH:7][CH:6]=1)(=[O:3])[CH3:2].[NH:13]1[CH2:18][CH2:17][CH2:16][CH2:15][CH2:14]1.[BH-](OC(C)=O)(OC(C)=O)OC(C)=O.[Na+].CCN(C(C)C)C(C)C.C([O-])(O)=O.[Na+], predict the reaction product. The product is: [N:13]1([CH2:9][C:8]2[CH:11]=[CH:12][C:5]([NH:4][C:1](=[O:3])[CH3:2])=[CH:6][CH:7]=2)[CH2:18][CH2:17][CH2:16][CH2:15][CH2:14]1. (6) Given the reactants Cl[SiH:2]1[N:6]([C:7]([CH3:10])([CH3:9])[CH3:8])[CH:5]=[CH:4][N:3]1[C:11]([CH3:14])([CH3:13])[CH3:12].[S-:15][C:16]#[N:17].[Na+], predict the reaction product. The product is: [C:11]([N:3]1[CH:4]=[CH:5][N:6]([C:7]([CH3:10])([CH3:9])[CH3:8])[SiH:2]1[N:17]=[C:16]=[S:15])([CH3:14])([CH3:13])[CH3:12]. (7) Given the reactants [Cl:1][C:2]1[CH:33]=[CH:32][C:5]([C:6]([NH:8][C:9]2[CH:31]=[CH:30][C:12]([CH2:13][C:14]3[C:22]4[C:17](=[CH:18][CH:19]=[CH:20][CH:21]=4)[N:16]([CH2:23][C:24]([O:26]CC)=[O:25])[C:15]=3[CH3:29])=[CH:11][CH:10]=2)=[O:7])=[CH:4][CH:3]=1.O.[OH-].[Li+].O1CCCC1.CO, predict the reaction product. The product is: [Cl:1][C:2]1[CH:3]=[CH:4][C:5]([C:6]([NH:8][C:9]2[CH:31]=[CH:30][C:12]([CH2:13][C:14]3[C:22]4[C:17](=[CH:18][CH:19]=[CH:20][CH:21]=4)[N:16]([CH2:23][C:24]([OH:26])=[O:25])[C:15]=3[CH3:29])=[CH:11][CH:10]=2)=[O:7])=[CH:32][CH:33]=1. (8) The product is: [Cl:1][C:2]1[CH:7]=[C:6]([C:8]([OH:10])=[O:9])[C:5]([O:11][CH3:12])=[CH:4][C:3]=1[C:13]1[CH:18]=[CH:17][CH:16]=[CH:15][C:14]=1[F:22]. Given the reactants [Cl:1][C:2]1[CH:7]=[C:6]([C:8]([OH:10])=[O:9])[C:5]([O:11][CH3:12])=[CH:4][C:3]=1[C:13]1[CH:18]=[CH:17][CH:16]=[CH:15][C:14]=1OCC.[F:22]C1C=CC=CC=1B(O)O.C(=O)([O-])[O-].[K+].[K+].Cl, predict the reaction product. (9) Given the reactants [O:1]([C:3]1[CH:23]=[CH:22][C:6]([O:7][C:8]2[N:13]=[CH:12][N:11]=[C:10]([NH:14][C:15]3[CH:20]=[CH:19][CH:18]=[C:17]([NH2:21])[N:16]=3)[CH:9]=2)=[CH:5][CH:4]=1)[CH3:2].[C:24](Cl)(=[O:27])[CH:25]=[CH2:26].C([O-])(O)=O.[Na+], predict the reaction product. The product is: [CH3:2][O:1][C:3]1[CH:23]=[CH:22][C:6]([O:7][C:8]2[N:13]=[CH:12][N:11]=[C:10]([NH:14][C:15]3[N:16]=[C:17]([NH:21][C:24](=[O:27])[CH:25]=[CH2:26])[CH:18]=[CH:19][CH:20]=3)[CH:9]=2)=[CH:5][CH:4]=1. (10) Given the reactants CO[C:3](=[O:22])[CH:4]([CH2:15][C:16]1[CH:21]=[CH:20][CH:19]=[CH:18][CH:17]=1)[CH2:5][CH2:6][CH2:7][CH2:8][C:9]1[CH:14]=[CH:13][CH:12]=[CH:11][CH:10]=1.[CH3:23][O:24][C:25](=[O:38])[C@@H:26]([NH:33][C:34]([NH2:37])=[N:35][NH2:36])[CH2:27][CH2:28][CH2:29][N+:30]([O-:32])=[O:31].ON1C2C=CC=CC=2N=N1.C(N(CC)CC)C, predict the reaction product. The product is: [CH3:23][O:24][C:25](=[O:38])[C@@H:26]([NH:33][C:34]([NH2:37])=[N:35][NH:36][C:3](=[O:22])[CH:4]([CH2:15][C:16]1[CH:17]=[CH:18][CH:19]=[CH:20][CH:21]=1)[CH2:5][CH2:6][CH2:7][CH2:8][C:9]1[CH:10]=[CH:11][CH:12]=[CH:13][CH:14]=1)[CH2:27][CH2:28][CH2:29][N+:30]([O-:32])=[O:31].